This data is from Full USPTO retrosynthesis dataset with 1.9M reactions from patents (1976-2016). The task is: Predict the reactants needed to synthesize the given product. (1) Given the product [CH:10]([NH:6][C:55]([C@@H:52]1[CH2:53][CH2:54][N:51]1[S:48]([C:47]1[N:43]2[C@:42]([CH3:71])([CH2:58][C:59]3[CH:64]=[CH:63][C:62]([C:65]4[CH:70]=[N:69][CH:68]=[N:67][CH:66]=4)=[CH:61][CH:60]=3)[C:41](=[O:72])[N:40]([C:35]3[CH:34]=[C:33]([Cl:32])[CH:38]=[C:37]([Cl:39])[CH:36]=3)[C:44]2=[N:45][CH:46]=1)(=[O:50])=[O:49])=[O:56])([CH3:11])[CH3:9], predict the reactants needed to synthesize it. The reactants are: F[B-](F)(F)F.[N:6]1(OC(N(C)C)=[N+](C)C)[C:10]2[CH:11]=CC=C[C:9]=2N=N1.C(N(C(C)C)C(C)C)C.[Cl:32][C:33]1[CH:34]=[C:35]([N:40]2[C:44]3=[N:45][CH:46]=[C:47]([S:48]([N:51]4[CH2:54][CH2:53][C@H:52]4[C:55](O)=[O:56])(=[O:50])=[O:49])[N:43]3[C@:42]([CH3:71])([CH2:58][C:59]3[CH:64]=[CH:63][C:62]([C:65]4[CH:66]=[N:67][CH:68]=[N:69][CH:70]=4)=[CH:61][CH:60]=3)[C:41]2=[O:72])[CH:36]=[C:37]([Cl:39])[CH:38]=1.C(N)(C)C.[NH4+].[Cl-]. (2) Given the product [CH2:24]([CH:23]([N:20]1[CH2:21][CH2:22][CH:17]([NH:16][C:2]2[N:3]=[N:4][C:5]([C:8]3[CH:13]=[CH:12][C:11]([C:14]#[N:15])=[CH:10][CH:9]=3)=[CH:6][CH:7]=2)[CH2:18][CH2:19]1)[CH2:26][CH3:27])[CH3:25], predict the reactants needed to synthesize it. The reactants are: Cl[C:2]1[N:3]=[N:4][C:5]([C:8]2[CH:13]=[CH:12][C:11]([C:14]#[N:15])=[CH:10][CH:9]=2)=[CH:6][CH:7]=1.[NH2:16][CH:17]1[CH2:22][CH2:21][N:20]([CH:23]([CH2:26][CH3:27])[CH2:24][CH3:25])[CH2:19][CH2:18]1.